From a dataset of Reaction yield outcomes from USPTO patents with 853,638 reactions. Predict the reaction yield, written as a fraction of the theoretical maximum amount of product (1.0 means a 100% yield; for example, 0.34 means a 34% yield). (1) The reactants are [CH:1]1[C:10]2[C:5](=[CH:6][CH:7]=[CH:8][CH:9]=2)[C:4](B(O)O)=[CH:3][N:2]=1.Br[C:15]1[CH:16]=[C:17]2[C:21](=[C:22]([Cl:24])[CH:23]=1)[NH:20][N:19]=[CH:18]2.C(=O)([O-])[O-].[Na+].[Na+]. The catalyst is C1C=CC([P]([Pd]([P](C2C=CC=CC=2)(C2C=CC=CC=2)C2C=CC=CC=2)([P](C2C=CC=CC=2)(C2C=CC=CC=2)C2C=CC=CC=2)[P](C2C=CC=CC=2)(C2C=CC=CC=2)C2C=CC=CC=2)(C2C=CC=CC=2)C2C=CC=CC=2)=CC=1.C(COC)OC. The product is [Cl:24][C:22]1[CH:23]=[C:15]([C:4]2[C:5]3[C:10](=[CH:9][CH:8]=[CH:7][CH:6]=3)[CH:1]=[N:2][CH:3]=2)[CH:16]=[C:17]2[C:21]=1[NH:20][N:19]=[CH:18]2. The yield is 0.720. (2) The reactants are [C:1]1([C:7]2[O:11][CH:10]=[N:9][C:8]=2[C:12]([O:14][CH2:15][CH3:16])=[O:13])[CH:6]=[CH:5][CH:4]=[CH:3][CH:2]=1.C[Si]([NH-])(C)C.[Li+].[I:23]I.CCOC(C)=O. The catalyst is C1COCC1. The product is [I:23][C:10]1[O:11][C:7]([C:1]2[CH:2]=[CH:3][CH:4]=[CH:5][CH:6]=2)=[C:8]([C:12]([O:14][CH2:15][CH3:16])=[O:13])[N:9]=1. The yield is 0.820. (3) The reactants are [OH:1][CH:2]1[CH2:6][NH:5][C:4](=[O:7])[CH2:3]1.CCN(CC)CC.[CH3:15][S:16](Cl)(=[O:18])=[O:17]. The catalyst is C(Cl)Cl. The product is [CH3:15][S:16]([O:1][CH:2]1[CH2:3][C:4](=[O:7])[NH:5][CH2:6]1)(=[O:18])=[O:17]. The yield is 1.00. (4) The reactants are [C:1]([O:5][C:6]([C:8]1([C:13]([O:15]C(C)(C)C)=[O:14])[CH2:10][CH:9]1[CH2:11][CH3:12])=[O:7])([CH3:4])([CH3:3])[CH3:2].CC(C)([O-])C.[K+]. The catalyst is C(OCC)C.O. The product is [C:1]([O:5][C:6]([C:8]1([C:13]([OH:15])=[O:14])[CH2:10][CH:9]1[CH2:11][CH3:12])=[O:7])([CH3:2])([CH3:3])[CH3:4]. The yield is 0.690. (5) The reactants are Cl[C:2]1[C:7]([O:8][CH2:9][CH:10]2[CH2:12][CH2:11]2)=[CH:6][N:5]=[C:4]([S:13]([CH3:16])(=[O:15])=[O:14])[N:3]=1.[CH3:17][N:18]1[CH:27]=[C:26](B2OC(C)(C)C(C)(C)O2)[C:25]2[C:20](=[CH:21][CH:22]=[CH:23][CH:24]=2)[C:19]1=[O:37].[O-]P([O-])([O-])=O.[K+].[K+].[K+].N#N. The catalyst is O1CCOCC1.O.C1C=CC(P(C2C=CC=CC=2)[C-]2C=CC=C2)=CC=1.C1C=CC(P(C2C=CC=CC=2)[C-]2C=CC=C2)=CC=1.Cl[Pd]Cl.[Fe+2].CC(=O)OCC. The product is [CH:10]1([CH2:9][O:8][C:7]2[C:2]([C:26]3[C:25]4[C:20](=[CH:21][CH:22]=[CH:23][CH:24]=4)[C:19](=[O:37])[N:18]([CH3:17])[CH:27]=3)=[N:3][C:4]([S:13]([CH3:16])(=[O:15])=[O:14])=[N:5][CH:6]=2)[CH2:12][CH2:11]1. The yield is 0.680.